Dataset: Experimentally validated miRNA-target interactions with 360,000+ pairs, plus equal number of negative samples. Task: Binary Classification. Given a miRNA mature sequence and a target amino acid sequence, predict their likelihood of interaction. (1) The miRNA is hsa-miR-409-5p with sequence AGGUUACCCGAGCAACUUUGCAU. The protein sequence of the target gene is MEEQDARVPALEPFRVEQAPPVIYYVPDFISKEEEEYLLRQVFNAPKPKWTQLSGRKLQNWGGLPHPRGMVPERLPPWLQRYVDKVSNLSLFGGLPANHVLVNQYLPGEGIMPHEDGPLYYPTVSTISLGSHTVLDFYEPRRPEDDDPTEQPRPPPRPTTSLLLEPRSLLVLRGPAYTRLLHGIAAARVDALDAASSPPNAAACPSARPGACLVRGTRVSLTIRRVPRVLRAGLLLGK. Result: 0 (no interaction). (2) The miRNA is mmu-miR-466d-5p with sequence UGUGUGUGCGUACAUGUACAUG. The protein sequence of the target gene is MTSLSVHTDSPSTQGEMAFNLTILSLTELLSLGGLLGNGVALWLLNQNVYRNPFSIYLLDVACADLIFLCCHMVAIIPELLQDQLNFPEFVHISLTMLRFFCYIVGLSLLAAISTEQCLATLFPAWYLCRRPRYLTTCVCALIWVLCLLLDLLLSGACTQFFGAPSYHLCDMLWLVVAVLLAALCCTMCVTSLLLLLRVERGPERHQPRGFPTLVLLAVLLFLFCGLPFGIFWLSKNLSWHIPLYFYHFSFFMASVHSAAKPAIYFFLGSTPGQRFREPLRLVLQRALGDEAELGAGREA.... Result: 1 (interaction). (3) Result: 0 (no interaction). The miRNA is hsa-miR-548n with sequence CAAAAGUAAUUGUGGAUUUUGU. The protein sequence of the target gene is MDVTRLLLATLLVFLCFFTANSHLPPEEKLRDDRSLRSNSSVNLLDVPSVSIVALNKKSKQIGRKAAEKKRSSKKEASMKKVVRPRTPLSAPCVATRNSCKPPAPACCDPCASCQCRFFRSACSCRVLSLNC. (4) The miRNA is mmu-miR-466f-3p with sequence CAUACACACACACAUACACAC. The protein sequence of the target gene is MRAPGSGRLALPLLLLAVVALAEGDAKGLKEGETPGNFMEDEQWLSSISQYSGKIKHWNRFRDEVEDDYIKSWEDNQQGDEALDTTKDPCQKVKCSRHKVCVAQGYQRAMCISRKKLEHRIKQPSLKLHGGKDSVCKPCHMAQLASVCGSDGHTYSSVCKLEQQACLSSKQLAVRCEGPCPCPTEQSTASTTDSKSETCTGQDLADLGDRLRDWFQLLRENSKQNGSANSATNPAGLDKSLGASCKDSIGWMFSKLDTSGDLFLDQTELAAINLDKYEVCIRPFFNSCDTYKDGRVSTAE.... Result: 1 (interaction). (5) The miRNA is hsa-miR-621 with sequence GGCUAGCAACAGCGCUUACCU. The protein sequence of the target gene is MFCRKFKDLKITGECPFSLLAPGQVPKEPTEEVAGGSEGCQATLPICQYFPEKNAEGSLPQRKTSRNRVYLHTLAESICKLIFPECERLNLALQRTLAKHKIEENRKSSEKEDLEKIIAEEAIAAGAPVEALKDSLGEELFKICYEEDEHILGVVGGTLKDFLNSFSTLLKQSSHCQEAERRGRLEDASILCLDKDQDFLNVYYFFPKRTTALLLPGIIKAAARILYESHVEVSLMPPCFRSDCTEFVNQPYLLYSVHVKSTKPSLSPGKPQSSLVIPASLFCKTFPFHFMLDRDLAILQ.... Result: 0 (no interaction). (6) The miRNA is hsa-miR-4485-5p with sequence ACCGCCUGCCCAGUGA. The protein sequence of the target gene is MWCASPVAVVAFCAGLLVSHPVLTQGQEAGGRPGADCEVCKEFLNRFYKSLIDRGVNFSLDTIEKELISFCLDTKGKENRLCYYLGATKDAATKILSEVTRPMSVHMPAMKICEKLKKLDSQICELKYEKTLDLASVDLRKMRVAELKQILHSWGEECRACAEKTDYVNLIQELAPKYAATHPKTEL. Result: 1 (interaction).